From a dataset of Catalyst prediction with 721,799 reactions and 888 catalyst types from USPTO. Predict which catalyst facilitates the given reaction. (1) Product: [C:1]([O:6][C:7]1([CH3:18])[CH2:8][O:12][C:10](=[O:11])[CH2:9]1)(=[O:5])[C:2]([CH3:4])=[CH2:3]. Reactant: [C:1]([O:6][CH2:7][C:8]1(C)[O:12][C:10](=[O:11])[CH2:9]1)(=[O:5])[C:2]([CH3:4])=[CH2:3].B(F)(F)F.[CH3:18]OC1C=CC(O)=CC=1. The catalyst class is: 13. (2) Product: [Br:1][C:2]1[CH:11]=[C:10]2[C:5]([CH2:6][CH2:7][N:8]([C:19](=[O:21])[CH3:20])[CH2:9]2)=[CH:4][CH:3]=1. The catalyst class is: 4. Reactant: [Br:1][C:2]1[CH:11]=[C:10]2[C:5]([CH2:6][CH2:7][NH:8][CH2:9]2)=[CH:4][CH:3]=1.C(N(CC)CC)C.[C:19](Cl)(=[O:21])[CH3:20].O. (3) Reactant: Cl.[CH2:2]([O:4][C:5](=[O:8])[CH2:6][NH2:7])[CH3:3].C(N(CC)CC)C.Br.[Br:17][C:18]1[CH:19]=[C:20]([CH2:25]Br)[C:21]([NH2:24])=[N:22][CH:23]=1. Product: [NH2:24][C:21]1[C:20]([CH2:25][NH:7][CH2:6][C:5]([O:4][CH2:2][CH3:3])=[O:8])=[CH:19][C:18]([Br:17])=[CH:23][N:22]=1. The catalyst class is: 9.